From a dataset of Full USPTO retrosynthesis dataset with 1.9M reactions from patents (1976-2016). Predict the reactants needed to synthesize the given product. (1) The reactants are: [O:1]=[C:2]1[C:6]2=[CH:7][NH:8][C:9]3[CH:10]=[CH:11][CH:12]=[CH:13][C:14]=3[C:5]2=[N:4][N:3]1[C:15]1[CH:23]=[CH:22][C:18]([C:19]([OH:21])=[O:20])=[CH:17][CH:16]=1.[H-].[Na+].[CH3:26]I.O. Given the product [CH3:26][N:8]1[C:9]2[CH:10]=[CH:11][CH:12]=[CH:13][C:14]=2[C:5]2=[N:4][N:3]([C:15]3[CH:23]=[CH:22][C:18]([C:19]([OH:21])=[O:20])=[CH:17][CH:16]=3)[C:2](=[O:1])[C:6]2=[CH:7]1, predict the reactants needed to synthesize it. (2) Given the product [Cl:30][C:11]1([C:19]2[C:20]([O:25][CH2:26][CH3:27])=[N:21][CH:22]=[CH:23][CH:24]=2)[C:10]2[C:14](=[CH:15][CH:16]=[C:8]([Cl:7])[CH:9]=2)[NH:13][C:12]1=[O:17], predict the reactants needed to synthesize it. The reactants are: N1C=CC=CC=1.[Cl:7][C:8]1[CH:9]=[C:10]2[C:14](=[CH:15][CH:16]=1)[NH:13][C:12](=[O:17])[C:11]2([C:19]1[C:20]([O:25][CH2:26][CH3:27])=[N:21][CH:22]=[CH:23][CH:24]=1)O.S(Cl)([Cl:30])=O. (3) Given the product [CH3:1][C:2]1[N:6]2[N:7]=[C:8]([CH2:11][CH2:12][C:13]3[N:17]=[C:16]([N:18]4[CH2:19][CH2:20][CH2:21][CH2:22]4)[N:15]([CH3:23])[N:14]=3)[CH:9]=[CH:10][C:5]2=[N:4][C:3]=1[C:24]([F:27])([F:25])[F:26], predict the reactants needed to synthesize it. The reactants are: [CH3:1][C:2]1[N:6]2[N:7]=[C:8]([C:11]#[C:12][C:13]3[N:17]=[C:16]([N:18]4[CH2:22][CH2:21][CH2:20][CH2:19]4)[N:15]([CH3:23])[N:14]=3)[CH:9]=[CH:10][C:5]2=[N:4][C:3]=1[C:24]([F:27])([F:26])[F:25].ClCCl. (4) Given the product [C:19]([O:18][C:16]([N:23]1[CH2:28][CH2:27][N:26]([CH2:13][CH2:12][C:10]2[CH:9]=[CH:8][C:5]([C:6]#[N:7])=[C:4]([O:3][CH:2]([F:15])[F:1])[CH:11]=2)[CH2:25][CH2:24]1)=[O:17])([CH3:22])([CH3:20])[CH3:21], predict the reactants needed to synthesize it. The reactants are: [F:1][CH:2]([F:15])[O:3][C:4]1[CH:11]=[C:10]([CH2:12][CH:13]=O)[CH:9]=[CH:8][C:5]=1[C:6]#[N:7].[C:16]([N:23]1[CH2:28][CH2:27][NH:26][CH2:25][CH2:24]1)([O:18][C:19]([CH3:22])([CH3:21])[CH3:20])=[O:17].[BH-](OC(C)=O)(OC(C)=O)OC(C)=O.[Na+].